Task: Predict which catalyst facilitates the given reaction.. Dataset: Catalyst prediction with 721,799 reactions and 888 catalyst types from USPTO (1) Reactant: [CH2:1]([N:8]1[C:17](=[O:18])[C:16]2[C:11](=[CH:12][CH:13]=[C:14]([C:19]([OH:21])=[O:20])[CH:15]=2)[N:10]([CH3:22])[C:9]1=[O:23])[C:2]1[CH:7]=[CH:6][CH:5]=[CH:4][CH:3]=1.C1(P(C2C=CC=CC=2)C2C=CC=CC=2)C=CC=CC=1.N(C(OCC)=O)=NC(OCC)=O.[N:55]1[CH:60]=[CH:59][C:58]([CH2:61]O)=[CH:57][CH:56]=1. Product: [CH2:1]([N:8]1[C:17](=[O:18])[C:16]2[C:11](=[CH:12][CH:13]=[C:14]([C:19]([O:21][CH2:61][C:58]3[CH:59]=[CH:60][N:55]=[CH:56][CH:57]=3)=[O:20])[CH:15]=2)[N:10]([CH3:22])[C:9]1=[O:23])[C:2]1[CH:3]=[CH:4][CH:5]=[CH:6][CH:7]=1. The catalyst class is: 374. (2) Reactant: C(Cl)[C:2]1[CH:7]=CC=CC=1.[OH:9][C:10]1[CH:11]=[C:12]2[C:17](=[CH:18][C:19]=1[O:20][CH3:21])[N:16]=[CH:15][NH:14][C:13]2=[O:22].C(=O)([O-])[O-:24].[K+].[K+]. Product: [C:7]([O:9][C:10]1[CH:11]=[C:12]2[C:17](=[CH:18][C:19]=1[O:20][CH3:21])[N:16]=[CH:15][NH:14][C:13]2=[O:22])(=[O:24])[CH3:2]. The catalyst class is: 10. (3) Reactant: [O:1]=[C:2]([CH3:10])[CH2:3][CH2:4][CH2:5][CH2:6][C:7]([OH:9])=[O:8].[BH4-].[Na+]. Product: [OH:1][CH:2]([CH3:10])[CH2:3][CH2:4][CH2:5][CH2:6][C:7]([OH:9])=[O:8]. The catalyst class is: 5. (4) Reactant: [CH2:1]([N:3]([CH2:20][CH3:21])[CH2:4][CH2:5][NH:6]C(C1C=CC2C(=CC=C(I)C=2)C=1)=O)[CH3:2].[I:22][C:23]1[CH:36]=[C:35]2[C:26]([N:27]=[C:28]3[C:33](=[CH:34]2)[CH:32]=[CH:31][CH:30]=[C:29]3[C:37]([O:39]C)=O)=[CH:25][CH:24]=1.[K+].[Br-].Cl.C(N(CC)CCNC(C1NC2C(C=1)=CC(I)=CC=2)=O)C.C(N(CC)CCNC(C1SC2C=CC=C(I)C=2C=1)=O)C.IC1C=C2C(=CC=1)NC(C(OCC)=O)=C2.IC1C=CC=C2C=1N=C1C(=C2)C=CC=C1C(OC)=O. Product: [CH2:1]([N:3]([CH2:20][CH3:21])[CH2:4][CH2:5][NH:6][C:37]([C:29]1[C:28]2[C:33](=[CH:34][C:35]3[C:26]([N:27]=2)=[CH:25][CH:24]=[C:23]([I:22])[CH:36]=3)[CH:32]=[CH:31][CH:30]=1)=[O:39])[CH3:2]. The catalyst class is: 429. (5) Reactant: [N:1]1[CH:6]=[CH:5][CH:4]=[C:3]([N:7]2[CH:16]=[C:10]3[C:11](=[O:15])[NH:12][CH2:13][CH2:14][C:9]3=[N:8]2)[CH:2]=1.[H-].[Na+].Br[CH2:20][C:21]1[CH:26]=[CH:25][CH:24]=[CH:23][C:22]=1[F:27]. Product: [F:27][C:22]1[CH:23]=[CH:24][CH:25]=[CH:26][C:21]=1[CH2:20][N:12]1[CH2:13][CH2:14][C:9]2=[N:8][N:7]([C:3]3[CH:2]=[N:1][CH:6]=[CH:5][CH:4]=3)[CH:16]=[C:10]2[C:11]1=[O:15]. The catalyst class is: 9. (6) Reactant: C[O:2][C:3](=[O:48])[CH2:4][N:5]1[CH2:10][CH2:9][N:8]([C:11]2[CH:16]=[CH:15][CH:14]=[C:13]([O:17][CH2:18][CH2:19][CH2:20][N:21]([CH2:36][C:37]3[CH:42]=[CH:41][CH:40]=[C:39]([C:43]([F:46])([F:45])[F:44])[C:38]=3[Cl:47])[CH2:22][CH:23]([C:30]3[CH:35]=[CH:34][CH:33]=[CH:32][CH:31]=3)[C:24]3[CH:29]=[CH:28][CH:27]=[CH:26][CH:25]=3)[CH:12]=2)[CH2:7][CH2:6]1.O.[OH-].[Li+].Cl. Product: [ClH:47].[Cl:47][C:38]1[C:39]([C:43]([F:45])([F:44])[F:46])=[CH:40][CH:41]=[CH:42][C:37]=1[CH2:36][N:21]([CH2:22][CH:23]([C:24]1[CH:25]=[CH:26][CH:27]=[CH:28][CH:29]=1)[C:30]1[CH:35]=[CH:34][CH:33]=[CH:32][CH:31]=1)[CH2:20][CH2:19][CH2:18][O:17][C:13]1[CH:12]=[C:11]([N:8]2[CH2:7][CH2:6][N:5]([CH2:4][C:3]([OH:48])=[O:2])[CH2:10][CH2:9]2)[CH:16]=[CH:15][CH:14]=1. The catalyst class is: 20. (7) Reactant: CC1(C)C(C)(C)[O:5][B:4]([C:9]2[CH:14]=[CH:13][C:12]([C:15]([C:17]3[C:26]([CH3:27])=[CH:25][C:24]4[C:23]([CH3:29])([CH3:28])[CH2:22][CH2:21][C:20]([CH3:31])([CH3:30])[C:19]=4[CH:18]=3)=[CH2:16])=[CH:11][CH:10]=2)[O:3]1.C1(B(O)O)C=CC=CC=1.Cl.[OH-].[Na+]. Product: [CH3:27][C:26]1[C:17]([C:15]([C:12]2[CH:13]=[CH:14][C:9]([B:4]([OH:5])[OH:3])=[CH:10][CH:11]=2)=[CH2:16])=[CH:18][C:19]2[C:20]([CH3:31])([CH3:30])[CH2:21][CH2:22][C:23]([CH3:28])([CH3:29])[C:24]=2[CH:25]=1. The catalyst class is: 90. (8) Reactant: [NH2:1][C:2]1[CH:9]=[CH:8][C:5]([CH2:6][NH2:7])=[CH:4][CH:3]=1.[C:10](Cl)(=[O:19])[C:11]1[CH:16]=[CH:15][C:14]([O:17][CH3:18])=[CH:13][CH:12]=1. Product: [NH2:1][C:2]1[CH:9]=[CH:8][C:5]([CH2:6][NH:7][C:10](=[O:19])[C:11]2[CH:16]=[CH:15][C:14]([O:17][CH3:18])=[CH:13][CH:12]=2)=[CH:4][CH:3]=1. The catalyst class is: 4. (9) Reactant: [Br:1][C:2]1[CH:7]=[CH:6][C:5]([O:8][CH3:9])=[C:4]([N+:10]([O-:12])=[O:11])[C:3]=1[CH3:13].CO[CH:16](OC)[N:17]([CH3:19])[CH3:18].N1CC[CH2:24][CH2:23]1. Product: [Br:1][C:2]1[C:3](/[CH:13]=[CH:19]/[N:17]2[CH2:16][CH2:24][CH2:23][CH2:18]2)=[C:4]([N+:10]([O-:12])=[O:11])[C:5]([O:8][CH3:9])=[CH:6][CH:7]=1. The catalyst class is: 9. (10) Reactant: [Br:1][C:2]1[N:7]=[C:6]([NH:8][CH:9]([C:11]2[C:12]([F:22])=[C:13]3[C:18](=[CH:19][C:20]=2[F:21])[N:17]=[CH:16][CH:15]=[CH:14]3)[CH3:10])[C:5]([NH2:23])=[N:4][CH:3]=1.[N:24]([O-])=O.[Na+]. Product: [Br:1][C:2]1[N:7]=[C:6]2[N:8]([CH:9]([C:11]3[C:12]([F:22])=[C:13]4[C:18](=[CH:19][C:20]=3[F:21])[N:17]=[CH:16][CH:15]=[CH:14]4)[CH3:10])[N:24]=[N:23][C:5]2=[N:4][CH:3]=1. The catalyst class is: 86.